Dataset: Catalyst prediction with 721,799 reactions and 888 catalyst types from USPTO. Task: Predict which catalyst facilitates the given reaction. (1) Product: [Br:1][C:2]1[CH:3]=[C:4]2[C:8](=[CH:9][CH:10]=1)[NH:7][C:6](=[O:11])/[C:5]/2=[N:18]\[C:17]1[CH:19]=[CH:20][CH:21]=[C:15]([C:14]([F:13])([F:22])[F:23])[CH:16]=1. Reactant: [Br:1][C:2]1[CH:3]=[C:4]2[C:8](=[CH:9][CH:10]=1)[NH:7][C:6](=[O:11])[C:5]2=O.[F:13][C:14]([F:23])([F:22])[C:15]1[CH:16]=[C:17]([CH:19]=[CH:20][CH:21]=1)[NH2:18].C(O)(=O)C. The catalyst class is: 5. (2) Reactant: [OH:1][C:2]1[C:19]([CH:20]([CH3:23])[CH:21]=[CH2:22])=[CH:18][C:17]2[C@@H:16]3[C@H:7]([C@H:8]4[C@@:12]([CH2:14][CH2:15]3)([CH3:13])[C:11](=[O:24])[CH2:10][CH2:9]4)[CH2:6][CH2:5][C:4]=2[CH:3]=1.[H][H]. Product: [OH:1][C:2]1[C:19]([CH:20]([CH3:23])[CH2:21][CH3:22])=[CH:18][C:17]2[C@@H:16]3[C@H:7]([C@H:8]4[C@@:12]([CH2:14][CH2:15]3)([CH3:13])[C:11](=[O:24])[CH2:10][CH2:9]4)[CH2:6][CH2:5][C:4]=2[CH:3]=1. The catalyst class is: 29.